This data is from Full USPTO retrosynthesis dataset with 1.9M reactions from patents (1976-2016). The task is: Predict the reactants needed to synthesize the given product. (1) Given the product [Br:1][C:2]1[CH:7]=[CH:6][C:5]([C:8](=[O:10])[CH:9]=[CH:13][N:14]([CH3:16])[CH3:15])=[CH:4][CH:3]=1, predict the reactants needed to synthesize it. The reactants are: [Br:1][C:2]1[CH:7]=[CH:6][C:5]([C:8](=[O:10])[CH3:9])=[CH:4][CH:3]=1.CO[CH:13](OC)[N:14]([CH3:16])[CH3:15]. (2) Given the product [N:30]1[C:31]2[C:26](=[CH:25][C:24]([CH:22]([C:19]3[N:3]4[N:4]=[C:5]([C:8]5[CH:9]=[CH:10][C:11]([C:12]([O:14][CH3:15])=[O:13])=[CH:16][CH:17]=5)[CH:6]=[N:7][C:2]4=[N:1][CH:20]=3)[CH3:23])=[CH:33][CH:32]=2)[CH:27]=[CH:28][CH:29]=1, predict the reactants needed to synthesize it. The reactants are: [NH2:1][C:2]1[N:3]=[N:4][C:5]([C:8]2[CH:17]=[CH:16][C:11]([C:12]([O:14][CH3:15])=[O:13])=[CH:10][CH:9]=2)=[CH:6][N:7]=1.Cl[CH:19]([CH:22]([C:24]1[CH:25]=[C:26]2[C:31](=[CH:32][CH:33]=1)[N:30]=[CH:29][CH:28]=[CH:27]2)[CH3:23])[CH:20]=O.C(N(CC)CC)C. (3) Given the product [F:37][C:34]([F:35])([F:36])[C:30]1[CH:29]=[C:28]([CH:33]=[CH:32][CH:31]=1)[CH2:27][N:26]1[C:25]2[CH:38]=[CH:39][CH:40]=[CH:41][C:24]=2[N:23]=[C:22]1[NH:1][CH2:2][CH2:3][CH2:4][N:5]1[CH2:10][CH2:9][CH:8]([C:11]2[CH:12]=[C:13]([NH:17][C:18](=[O:20])[CH3:19])[CH:14]=[CH:15][CH:16]=2)[CH2:7][CH2:6]1, predict the reactants needed to synthesize it. The reactants are: [NH2:1][CH2:2][CH2:3][CH2:4][N:5]1[CH2:10][CH2:9][CH:8]([C:11]2[CH:12]=[C:13]([NH:17][C:18](=[O:20])[CH3:19])[CH:14]=[CH:15][CH:16]=2)[CH2:7][CH2:6]1.Cl[C:22]1[N:26]([CH2:27][C:28]2[CH:33]=[CH:32][CH:31]=[C:30]([C:34]([F:37])([F:36])[F:35])[CH:29]=2)[C:25]2[CH:38]=[CH:39][CH:40]=[CH:41][C:24]=2[N:23]=1. (4) Given the product [Br:18][C:6]1[CH:5]=[C:4]2[C:9](=[CH:8][CH:7]=1)[NH:1][C:2](=[O:10])[CH2:3]2, predict the reactants needed to synthesize it. The reactants are: [NH:1]1[C:9]2[C:4](=[CH:5][CH:6]=[CH:7][CH:8]=2)[CH2:3][C:2]1=[O:10].C1C(=O)N([Br:18])C(=O)C1.O. (5) Given the product [Br:54][C:23]1[CH:24]=[C:25]2[C:20]([N:19]([C:9]3[N:8]=[C:7]([C:1]4[CH:2]=[CH:3][CH:4]=[CH:5][CH:6]=4)[CH:12]=[C:11]([C:13]4[CH:18]=[CH:17][CH:16]=[CH:15][CH:14]=4)[N:10]=3)[C:38]3[C:26]2=[CH:27][C:28]2[C:29]([CH3:46])([CH3:45])[C:30]4[CH:31]=[C:32]([C:39]5[CH:44]=[CH:43][CH:42]=[CH:41][CH:40]=5)[CH:33]=[CH:34][C:35]=4[C:36]=2[CH:37]=3)=[CH:21][CH:22]=1, predict the reactants needed to synthesize it. The reactants are: [C:1]1([C:7]2[CH:12]=[C:11]([C:13]3[CH:18]=[CH:17][CH:16]=[CH:15][CH:14]=3)[N:10]=[C:9]([N:19]3[C:38]4[C:26](=[CH:27][C:28]5[C:29]([CH3:46])([CH3:45])[C:30]6[CH:31]=[C:32]([C:39]7[CH:44]=[CH:43][CH:42]=[CH:41][CH:40]=7)[CH:33]=[CH:34][C:35]=6[C:36]=5[CH:37]=4)[C:25]4[C:20]3=[CH:21][CH:22]=[CH:23][CH:24]=4)[N:8]=2)[CH:6]=[CH:5][CH:4]=[CH:3][CH:2]=1.C1C(=O)N([Br:54])C(=O)C1.O. (6) Given the product [F:18][CH:17]([F:19])[O:16][C:13]1[CH:14]=[CH:15][C:10]([N:9]2[CH:21]=[CH:20][C:2]([C:3]([O:5][CH2:6][CH3:7])=[O:4])=[N:8]2)=[CH:11][CH:12]=1, predict the reactants needed to synthesize it. The reactants are: Cl[C:2](=[N:8][NH:9][C:10]1[CH:15]=[CH:14][C:13]([O:16][CH:17]([F:19])[F:18])=[CH:12][CH:11]=1)[C:3]([O:5][CH2:6][CH3:7])=[O:4].[CH:20]12CC(C=C1)C=[CH:21]2.C(N(CC)CC)C.